Dataset: Reaction yield outcomes from USPTO patents with 853,638 reactions. Task: Predict the reaction yield, written as a fraction of the theoretical maximum amount of product (1.0 means a 100% yield; for example, 0.34 means a 34% yield). (1) The reactants are C[O:2][C:3](=[O:26])[C@@H:4]([N:12]1[CH2:16][C:15]([O:17][C:18]2[CH:19]=[N:20][C:21]([CH3:24])=[CH:22][CH:23]=2)=[CH:14][C:13]1=[O:25])[CH2:5][CH:6]1[CH2:11][CH2:10][CH2:9][CH2:8][CH2:7]1.[OH-].[Li+]. The catalyst is O1CCCC1.O. The product is [CH:6]1([CH2:5][C@H:4]([N:12]2[CH2:16][C:15]([O:17][C:18]3[CH:19]=[N:20][C:21]([CH3:24])=[CH:22][CH:23]=3)=[CH:14][C:13]2=[O:25])[C:3]([OH:26])=[O:2])[CH2:11][CH2:10][CH2:9][CH2:8][CH2:7]1. The yield is 0.670. (2) The reactants are [CH3:1][C:2]1[CH:3]=[C:4]([NH:17][C:18]2[N:23]=[C:22]([C:24]([F:27])([F:26])[F:25])[CH:21]=[CH:20][N:19]=2)[CH:5]=[C:6](B2OC(C)(C)C(C)(C)O2)[CH:7]=1.Br[C:29]1[S:33][C:32]([C:34]2([C:40]#[N:41])[CH2:39][CH2:38][CH2:37][CH2:36][CH2:35]2)=[N:31][CH:30]=1.C(=O)([O-])[O-].[Cs+].[Cs+].CC(C1C=C(C(C)C)C(C2C=CC=CC=2P(C2CCCCC2)C2CCCCC2)=C(C(C)C)C=1)C. The catalyst is CCOC(C)=O.C1C=CC(/C=C/C(/C=C/C2C=CC=CC=2)=O)=CC=1.C1C=CC(/C=C/C(/C=C/C2C=CC=CC=2)=O)=CC=1.C1C=CC(/C=C/C(/C=C/C2C=CC=CC=2)=O)=CC=1.[Pd].[Pd]. The product is [CH3:1][C:2]1[CH:7]=[C:6]([C:29]2[S:33][C:32]([C:34]3([C:40]#[N:41])[CH2:39][CH2:38][CH2:37][CH2:36][CH2:35]3)=[N:31][CH:30]=2)[CH:5]=[C:4]([NH:17][C:18]2[N:23]=[C:22]([C:24]([F:27])([F:25])[F:26])[CH:21]=[CH:20][N:19]=2)[CH:3]=1. The yield is 0.820.